Dataset: Forward reaction prediction with 1.9M reactions from USPTO patents (1976-2016). Task: Predict the product of the given reaction. (1) Given the reactants Br[C:2]1[S:6][C:5]([C:7](=[O:12])[C:8]([F:11])([F:10])[F:9])=[CH:4][CH:3]=1.[C:13]([C:16]1[CH:21]=[CH:20][C:19](B(O)O)=[CH:18][CH:17]=1)([OH:15])=[O:14], predict the reaction product. The product is: [F:9][C:8]([F:11])([F:10])[C:7]([C:5]1[S:6][C:2]([C:19]2[CH:20]=[CH:21][C:16]([C:13]([OH:15])=[O:14])=[CH:17][CH:18]=2)=[CH:3][CH:4]=1)=[O:12]. (2) Given the reactants [H-].[Na+].[C:3]([O:9][CH2:10][CH3:11])(=[O:8])[C:4]([CH3:7])([CH3:6])C.[CH2:12](Br)[CH:13]=[CH2:14].[OH2:16], predict the reaction product. The product is: [CH2:12]([O:16][C:4]([CH3:6])([CH3:7])[C:3]([O:9][CH2:10][CH3:11])=[O:8])[CH:13]=[CH2:14].